From a dataset of Peptide-MHC class I binding affinity with 185,985 pairs from IEDB/IMGT. Regression. Given a peptide amino acid sequence and an MHC pseudo amino acid sequence, predict their binding affinity value. This is MHC class I binding data. (1) The peptide sequence is AVIIRGHLR. The MHC is HLA-A03:01 with pseudo-sequence HLA-A03:01. The binding affinity (normalized) is 0.0372. (2) The peptide sequence is RLKQLKRQL. The MHC is HLA-A02:03 with pseudo-sequence HLA-A02:03. The binding affinity (normalized) is 0.379. (3) The peptide sequence is WQFAIHYSF. The MHC is HLA-B15:17 with pseudo-sequence HLA-B15:17. The binding affinity (normalized) is 0.219. (4) The peptide sequence is LKFSLPFPFLYKFLL. The MHC is HLA-B18:01 with pseudo-sequence HLA-B18:01. The binding affinity (normalized) is 0.00578. (5) The binding affinity (normalized) is 0.199. The MHC is HLA-B35:01 with pseudo-sequence HLA-B35:01. The peptide sequence is TPATADAYA. (6) The peptide sequence is YLIPAVTSL. The MHC is HLA-A02:01 with pseudo-sequence HLA-A02:01. The binding affinity (normalized) is 1.00. (7) The peptide sequence is STDQDTMLFA. The MHC is HLA-A02:01 with pseudo-sequence HLA-A02:01. The binding affinity (normalized) is 0.245.